Predict the reaction yield, written as a fraction of the theoretical maximum amount of product (1.0 means a 100% yield; for example, 0.34 means a 34% yield). From a dataset of Reaction yield outcomes from USPTO patents with 853,638 reactions. (1) The reactants are [C:1]12([CH2:11][CH2:12][NH:13][CH2:14][CH2:15][CH3:16])[CH2:10][CH:5]3[CH2:6][CH:7]([CH2:9][CH:3]([CH2:4]3)[CH2:2]1)[CH2:8]2.[N:17]1[CH:22]=[CH:21][C:20]([CH2:23][CH2:24][CH2:25][CH2:26][C:27]([OH:29])=O)=[CH:19][CH:18]=1.CN1CCOCC1.Cl.C(N=C=NCCCN(C)C)C. The catalyst is CN(C)C=O. The product is [C:1]12([CH2:11][CH2:12][N:13]([CH2:14][CH2:15][CH3:16])[C:27](=[O:29])[CH2:26][CH2:25][CH2:24][CH2:23][C:20]3[CH:19]=[CH:18][N:17]=[CH:22][CH:21]=3)[CH2:8][CH:7]3[CH2:6][CH:5]([CH2:4][CH:3]([CH2:9]3)[CH2:2]1)[CH2:10]2. The yield is 0.330. (2) The reactants are [C:1]([O:5][C:6](=[O:30])[N:7]([CH2:12][CH2:13][C:14]1[CH:19]=[CH:18][C:17]([Cl:20])=[C:16]([C:21](C)(C)[O:22][SiH2]C(C)(C)C)[CH:15]=1)[CH2:8][CH:9]([F:11])[F:10])([CH3:4])([CH3:3])[CH3:2].[OH-].[Na+]. The catalyst is CO. The product is [C:1]([O:5][C:6](=[O:30])[N:7]([CH2:12][CH2:13][C:14]1[CH:19]=[CH:18][C:17]([Cl:20])=[C:16]([CH2:21][OH:22])[CH:15]=1)[CH2:8][CH:9]([F:11])[F:10])([CH3:4])([CH3:2])[CH3:3]. The yield is 0.810. (3) The reactants are [NH2:1][CH2:2][CH2:3][NH:4][C:5](=[O:11])[O:6][C:7]([CH3:10])([CH3:9])[CH3:8].[CH:12](=O)[C:13]1[CH:18]=[CH:17][CH:16]=[CH:15][CH:14]=1.[BH4-].[Na+]. The catalyst is CO. The product is [CH2:12]([NH:1][CH2:2][CH2:3][NH:4][C:5](=[O:11])[O:6][C:7]([CH3:8])([CH3:10])[CH3:9])[C:13]1[CH:18]=[CH:17][CH:16]=[CH:15][CH:14]=1. The yield is 0.920. (4) The reactants are [F:1][C:2]([F:45])([F:44])[S:3]([O:6][C:7]1[C:8]([CH3:43])([CH3:42])[C@H:9]2[C@:22]([CH3:25])([CH2:23][CH:24]=1)[C@@H:21]1[C@:12]([CH3:41])([C@@:13]3([CH3:40])[C@H:18]([CH2:19][CH2:20]1)[C@H:17]1[C@H:26]([C:29]([CH3:31])=[CH2:30])[CH2:27][CH2:28][C@:16]1([NH:32]C(OC(C)(C)C)=O)[CH2:15][CH2:14]3)[CH2:11][CH2:10]2)(=[O:5])=[O:4].FC(F)(F)C(O)=O. The catalyst is ClCCl. The product is [F:44][C:2]([F:1])([F:45])[S:3]([O:6][C:7]1[C:8]([CH3:43])([CH3:42])[C@H:9]2[C@:22]([CH3:25])([CH2:23][CH:24]=1)[C@@H:21]1[C@:12]([CH3:41])([C@@:13]3([CH3:40])[C@H:18]([CH2:19][CH2:20]1)[C@H:17]1[C@H:26]([C:29]([CH3:31])=[CH2:30])[CH2:27][CH2:28][C@:16]1([NH2:32])[CH2:15][CH2:14]3)[CH2:11][CH2:10]2)(=[O:4])=[O:5]. The yield is 0.643. (5) The reactants are [CH:1]1([N:4]2[C:13]3[C:8](=[CH:9][C:10]([F:32])=[C:11]([N:16]4[CH2:21][CH2:20][CH:19]([NH:22]C(OC(C)(C)C)=O)[C:18]([CH3:31])([CH3:30])[CH2:17]4)[C:12]=3[O:14][CH3:15])[C:7](=[O:33])[C:6]([C:34]([OH:36])=[O:35])=[CH:5]2)[CH2:3][CH2:2]1.C([O-])([O-])=O.[K+].[K+].I[CH2:44][CH2:45][CH3:46]. No catalyst specified. The product is [CH:1]1([N:4]2[C:13]3[C:8](=[CH:9][C:10]([F:32])=[C:11]([N:16]4[CH2:21][CH2:20][CH:19]([NH2:22])[C:18]([CH3:31])([CH3:30])[CH2:17]4)[C:12]=3[O:14][CH3:15])[C:7](=[O:33])[C:6]([C:34]([O:36][CH2:44][CH2:45][CH3:46])=[O:35])=[CH:5]2)[CH2:2][CH2:3]1. The yield is 0.450. (6) The reactants are C[O:2][C:3](=[O:34])[C@@H:4]([NH:14][C:15]1[N:20]=[C:19](Cl)[N:18]=[C:17]([N:22]2[CH2:27][CH2:26][N:25]([C:28]3[CH:33]=[CH:32][CH:31]=[CH:30][N:29]=3)[CH2:24][CH2:23]2)[N:16]=1)[CH2:5][O:6][CH2:7][C:8]1[CH:13]=[CH:12][CH:11]=[CH:10][CH:9]=1.[CH:35]1[C:44]2[C:39](=[CH:40][CH:41]=[CH:42][CH:43]=2)[CH:38]=[CH:37][C:36]=1B(O)O.C(=O)([O-])[O-].[Na+].[Na+].[OH-].[Li+].C(O)(=O)CC(CC(O)=O)(C(O)=O)O. The catalyst is CO.C(COC)OC.C1C=CC([P]([Pd]([P](C2C=CC=CC=2)(C2C=CC=CC=2)C2C=CC=CC=2)([P](C2C=CC=CC=2)(C2C=CC=CC=2)C2C=CC=CC=2)[P](C2C=CC=CC=2)(C2C=CC=CC=2)C2C=CC=CC=2)(C2C=CC=CC=2)C2C=CC=CC=2)=CC=1. The product is [CH2:7]([O:6][CH2:5][C@H:4]([NH:14][C:15]1[N:20]=[C:19]([C:37]2[CH:36]=[CH:35][C:44]3[C:39](=[CH:40][CH:41]=[CH:42][CH:43]=3)[CH:38]=2)[N:18]=[C:17]([N:22]2[CH2:23][CH2:24][N:25]([C:28]3[CH:33]=[CH:32][CH:31]=[CH:30][N:29]=3)[CH2:26][CH2:27]2)[N:16]=1)[C:3]([OH:2])=[O:34])[C:8]1[CH:13]=[CH:12][CH:11]=[CH:10][CH:9]=1. The yield is 0.630. (7) The reactants are [CH2:1]([O:8][C:9]1[CH:17]=[CH:16][C:12]([C:13](O)=[O:14])=[CH:11][C:10]=1[C:18]([NH:20][C:21]1[CH:26]=[C:25]([C:27]([F:30])([F:29])[F:28])[CH:24]=[C:23]([C:31]([F:34])([F:33])[F:32])[CH:22]=1)=[O:19])[C:2]1[CH:7]=[CH:6][CH:5]=[CH:4][CH:3]=1.[CH2:35]([CH:42]1[CH2:47][CH2:46][NH:45][CH2:44][CH2:43]1)[C:36]1[CH:41]=[CH:40][CH:39]=[CH:38][CH:37]=1. No catalyst specified. The product is [CH2:1]([O:8][C:9]1[CH:17]=[CH:16][C:12]([C:13]([N:45]2[CH2:46][CH2:47][CH:42]([CH2:35][C:36]3[CH:41]=[CH:40][CH:39]=[CH:38][CH:37]=3)[CH2:43][CH2:44]2)=[O:14])=[CH:11][C:10]=1[C:18]([NH:20][C:21]1[CH:22]=[C:23]([C:31]([F:34])([F:32])[F:33])[CH:24]=[C:25]([C:27]([F:28])([F:30])[F:29])[CH:26]=1)=[O:19])[C:2]1[CH:3]=[CH:4][CH:5]=[CH:6][CH:7]=1. The yield is 0.767.